This data is from Full USPTO retrosynthesis dataset with 1.9M reactions from patents (1976-2016). The task is: Predict the reactants needed to synthesize the given product. Given the product [Br:7][C:8]1[CH:13]=[CH:12][C:11]([CH2:14][C:15]([N:1]2[CH2:6][CH2:5][O:4][CH2:3][CH2:2]2)=[O:16])=[CH:10][CH:9]=1, predict the reactants needed to synthesize it. The reactants are: [NH:1]1[CH2:6][CH2:5][O:4][CH2:3][CH2:2]1.[Br:7][C:8]1[CH:13]=[CH:12][C:11]([CH2:14][C:15](Cl)=[O:16])=[CH:10][CH:9]=1.